From a dataset of Human Reference Interactome with 51,813 positive PPI pairs across 8,248 proteins, plus equal number of experimentally-validated negative pairs. Binary Classification. Given two protein amino acid sequences, predict whether they physically interact or not. (1) Protein 1 (ENSG00000134262) has sequence MPYLGSEDVVKELKKALCNPHIQADRLRYRNVIQRVIRYMTQGLDMSGVFMEMVKASATVDIVQKKLVYLYMCTYAPLKPDLALLAINTLCKDCSDPNPMVRGLALRSMCSLRMPGVQEYIQQPILNGLRDKASYVRRVAVLGCAKMHNLHGDSEVDGALVNELYSLLRDQDPIVVVNCLRSLEEILKQEGGVVINKPIAHHLLNRMSKLDQWGQAEVLNFLLRYQPRSEEELFDILNLLDSFLKSSSPGVVMGATKLFLILAKMFPHVQTDVLVRVKGPLLAACSSESRELCFVALCHV.... Protein 2 (ENSG00000102225) has sequence MPLYGRARDHVTHPSILGTRPGRPMAGPITAAVPEKICNGAFCSCSGAFPLDPNNPSLGPLPSISHLNLRTQIAMDRMKKIKRQLSMTLRGGRGIDKTNGAPEQIGLDESGGGGGSDPGEAPTRAAPGELRSARGPLSSAPEIVHEDLKMGSDGESDQASATSSDEVQSPVRVRMRNHPPRKISTEDINKRLSLPADIRLPEGYLEKLTLNSPIFDKPLSRRLRRVSLSEIGFGKLETYIKLDKLGEGTYATVYKGKSKLTDNLVALKEIRLEHEEGAPCTAIREVSLLKDLKHANIVTL.... Result: 0 (the proteins do not interact). (2) Protein 1 (ENSG00000135838) has sequence MAFPKKKLQGLVAATITPMTENGEINFSVIGQYVDYLVKEQGVKNIFVNGTTGEGLSLSVSERRQVAEEWVTKGKDKLDQVIIHVGALSLKESQELAQHAAEIGADGIAVIAPFFLKPWTKDILINFLKEVAAAAPALPFYYYHIPALTGVKIRAEELLDGILDKIPTFQGLKFSDTDLLDFGQCVDQNRQQQFAFLFGVDEQLLSALVMGATGAVGSTYNYLGKKTNQMLEAFEQKDFSLALNYQFCIQRFINFVVKLGFGVSQTKAIMTLVSGIPMGPPRLPLQKASREFTDSAEAKL.... Protein 2 (ENSG00000112137) has sequence MDYPKMDYFLDVESAHRLLDVESAQRFFYSQGAQARRATLLLPPTLMAASSEDDIDRRPIRRVRSKSDTPYLAEARISFNLGAAEEVERLAAMRSDSLVPGTHTPPIRRRSKFANLGRIFKPWKWRKKKSEKFKHTSAALERKISMRQSREELIKRGVLKEIYDKDGELSISNEEDSLENGQSLSSSQLSLPALSEMEPVPMPRDPCSYEVLQPSDIMDGPDPGAPVKLPCLPVKLSPPLPPKKVMICMPVGGPDLSLVSYTAQKSGQQGVAQHHHTVLPSQIQHQLQYGSHGQHLPSTT.... Result: 0 (the proteins do not interact). (3) Protein 1 (ENSG00000171049) has sequence METNFSTPLNEYEEVSYESAGYTVLRILPLVVLGVTFVLGVLGNGLVIWVAGFRMTRTVTTICYLNLALADFSFTATLPFLIVSMAMGEKWPFGWFLCKLIHIVVDINLFGSVFLIGFIALDRCICVLHPVWAQNHRTVSLAMKVIVGPWILALVLTLPVFLFLTTVTIPNGDTYCTFNFASWGGTPEERLKVAITMLTARGIIRFVIGFSLPMSIVAICYGLIAAKIHKKGMIKSSRPLRVLTAVVASFFICWFPFQLVALLGTVWLKEMLFYGKYKIIDILVNPTSSLAFFNSCLNPM.... Protein 2 (ENSG00000119541) has sequence MSSTSPNLQKAIDLASKAAQEDKAGNYEEALQLYQHAVQYFLHVVKYEAQGDKAKQSIRAKCTEYLDRAEKLKEYLKNKEKKAQKPVKEGQPSPADEKGNDSDGEGESDDPEKKKLQNQLQGAIVIERPNVKWSDVAGLEGAKEALKEAVILPIKFPHLFTGKRTPWRGILLFGPPGTGKSYLAKAVATEANNSTFFSISSSDLVSKWLGESEKLVKNLFQLARENKPSIIFIDEIDSLCGSRSENESEAARRIKTEFLVQMQGVGVDNDGILVLGATNIPWVLDSAIRRRFEKRIYIPL.... Result: 0 (the proteins do not interact). (4) Protein 1 (ENSG00000104415) has sequence MRWFLPWTLAAVTAAAASTVLATALSPAPTTMDFTPAPLEDTSSRPQFCKWPCECPPSPPRCPLGVSLITDGCECCKMCAQQLGDNCTEAAICDPHRGLYCDYSGDRPRYAIGVCAHAVGEVEAWHRNCIAYTSPWSPCSTSCGLGVSTRISNVNAQCWPEQESRLCNLRPCDVDIHTLIKAGKKCLAVYQPEASMNFTLAGCISTRSYQPKYCGVCMDNRCCIPYKSKTIDVSFQCPDGLGFSRQVLWINACFCNLSCRNPNDIFADLESYPDFSEIAN*MRWFLPWTLAAVTAAAAST.... Protein 2 (ENSG00000121318) has sequence MLRVVEGIFIFVVVSESVFGVLGNGFIGLVNCIDCAKNKLSTIGFILTGLAISRIFLIWIIITDGFIQIFSPNIYASGNLIEYISYFWVIGNQSSMWFATSLSIFYFLKIANFSNYIFLWLKSRTNMVLPFMIVFLLISSLLNFAYIAKILNDYKTKNDTVWDLNMYKSEYFIKQILLNLGVIFFFTLSLITCIFLIISLWRHNRQMQSNVTGLRDSNTEAHVKAMKVLISFIILFILYFIGMAIEISCFTVRENKLLLMFGMTTTAIYPWGHSFILILGNSKLKQASLRVLQQLKCCEK.... Result: 0 (the proteins do not interact). (5) Protein 1 (ENSG00000182568) has sequence MDHLNEATQGKEHSEMSNNVSDPKGPPAKIARLEQNGSPLGRGRLGSTGAKMQGVPLKHSGHLMKTNLRKGTMLPVFCVVEHYENAIEYDCKEEHAEFVLVRKDMLFNQLIEMALLSLGYSHSSAAQAKGLIQVGKWNPVPLSYVTDAPDATVADMLQDVYHVVTLKIQLHSCPKLEDLPPEQWSHTTVRNALKDLLKDMNQSSLAKECPLSQSMISSIVNSTYYANVSAAKCQEFGRWYKHFKKTKDMMVEMDSLSELSQQGANHVNFGQQPVPGNTAEQPPSPAQLSHGSQPSVRTPL.... Protein 2 (ENSG00000067369) has sequence MDPTGSQLDSDFSQQDTPCLIIEDSQPESQVLEDDSGSHFSMLSRHLPNLQTHKENPVLDVVSNPEQTAGEERGDGNSGFNEHLKENKVADPVDSSNLDTCGSISQVIEQLPQPNRTSSVLGMSVESAPAVEEEKGEELEQKEKEKEEDTSGNTTHSLGAEDTASSQLGFGVLELSQSQDVEENTVPYEVDKEQLQSVTTNSGYTRLSDVDANTAIKHEEQSNEDIPIAEQSSKDIPVTAQPSKDVHVVKEQNPPPARSEDMPFSPKASVAAMEAKEQLSAQELMESGLQIQKSPEPEVL.... Result: 0 (the proteins do not interact). (6) Protein 1 (ENSG00000108821) has sequence MFSFVDLRLLLLLAATALLTHGQEEGQVEGQDEDIPPITCVQNGLRYHDRDVWKPEPCRICVCDNGKVLCDDVICDETKNCPGAEVPEGECCPVCPDGSESPTDQETTGVEGPKGDTGPRGPRGPAGPPGRDGIPGQPGLPGPPGPPGPPGPPGLGGNFAPQLSYGYDEKSTGGISVPGPMGPSGPRGLPGPPGAPGPQGFQGPPGEPGEPGASGPMGPRGPPGPPGKNGDDGEAGKPGRPGERGPPGPQGARGLPGTAGLPGMKGHRGFSGLDGAKGDAGPAGPKGEPGSPGENGAPGQ.... Protein 2 (ENSG00000135124) has sequence MAGCCAALAAFLFEYDTPRIVLIRSRKVGLMNRAVQLLILAYVIGWVFVWEKGYQETDSVVSSVTTKVKGVAVTNTSKLGFRIWDVADYVIPAQEENSLFVMTNVILTMNQTQGLCPEIPDATTVCKSDASCTAGSAGTHSNGVSTGRCVAFNGSVKTCEVAAWCPVEDDTHVPQPAFLKAAENFTLLVKNNIWYPKFNFSKRNILPNITTTYLKSCIYDAKTDPFCPIFRLGKIVENAGHSFQDMAVEGGIMGIQVNWDCNLDRAASLCLPRYSFRRLDTRDVEHNVSPGYNFRFAKYY.... Result: 0 (the proteins do not interact). (7) Protein 1 (ENSG00000145832) has sequence MGSFQLEDFAAGWIGGAASVIVGHPLDTVKTRLQAGVGYGNTLSCIRVVYRRESMFGFFKGMSFPLASIAVYNSVVFGVFSNTQRFLSQHRCGEPEASPPRTLSDLLLASMVAGVVSVGLGGPVDLIKIRLQMQTQPFRDANLGLKSRAVAPAEQPAYQGPVHCITTIVRNEGLAGLYRGASAMLLRDVPGYCLYFIPYVFLSEWITPEACTGPSPCAVWLAGGMAGKGSSSWSRTPVQATAVGQLGNCHALLSPGGGQDTFRYSPNNSLLGTYSVPGPLPPQSHPFPMQL*MGSFQLED.... Protein 2 (ENSG00000163885) has sequence MSEIPSTIVSKNMTNDKNSLESMNISSSSSTEENPKKQARKNEEHGPDPSANPFHLSGDVDFFLLRDQERNKALSERQQQKTMRVHQKMTYSSKVSAKHTSLRRQLQLEDKQEDLEARAEAEHQRAFRDYTTWKLTLTKEKNVEPENMSGYIKQKRQMFLLQYALDVKRREIQRLETLATKEEARLERAEKSLEKDAALFDEFVRENDCSSVQAMRAAEKETKAKIEKILEIRDLTTQIVNIKSEISRFEDTLKHYKVYKDFLYKLSPKEWLEEQEKKHSFLKKAKEVSEASKESSVNST.... Result: 0 (the proteins do not interact).